From a dataset of Reaction yield outcomes from USPTO patents with 853,638 reactions. Predict the reaction yield, written as a fraction of the theoretical maximum amount of product (1.0 means a 100% yield; for example, 0.34 means a 34% yield). The reactants are Cl.[CH2:2]([C:4]1[S:24][C:7]2[N:8]=[C:9]([S:18][CH2:19][C:20]([O:22][CH3:23])=[O:21])[N:10]=[C:11]([N:12]3[CH2:17][CH2:16][NH:15][CH2:14][CH2:13]3)[C:6]=2[CH:5]=1)[CH3:3].C(N(C(C)C)CC)(C)C.[CH2:34]([O:38][C:39]1[CH:47]=[CH:46][C:42]([C:43](O)=[O:44])=[CH:41][CH:40]=1)[CH2:35][CH2:36][CH3:37].CN(C(ON1N=NC2C=CC=NC1=2)=[N+](C)C)C.F[P-](F)(F)(F)(F)F. The catalyst is CN(C=O)C. The product is [CH2:34]([O:38][C:39]1[CH:40]=[CH:41][C:42]([C:43]([N:15]2[CH2:16][CH2:17][N:12]([C:11]3[C:6]4[CH:5]=[C:4]([CH2:2][CH3:3])[S:24][C:7]=4[N:8]=[C:9]([S:18][CH2:19][C:20]([O:22][CH3:23])=[O:21])[N:10]=3)[CH2:13][CH2:14]2)=[O:44])=[CH:46][CH:47]=1)[CH2:35][CH2:36][CH3:37]. The yield is 0.630.